Dataset: Forward reaction prediction with 1.9M reactions from USPTO patents (1976-2016). Task: Predict the product of the given reaction. (1) Given the reactants [NH2:1][C:2]1[CH:3]=[CH:4][C:5]([F:18])=[C:6]([C@:8]2([CH3:17])[C:13]([F:15])([F:14])[CH2:12][O:11][C:10]([NH2:16])=[N:9]2)[CH:7]=1.[CH2:19]([C:21]1[O:22][CH:23]=[C:24]([C:26](O)=[O:27])[N:25]=1)[CH3:20], predict the reaction product. The product is: [NH2:16][C:10]1[O:11][CH2:12][C:13]([F:14])([F:15])[C@:8]([C:6]2[CH:7]=[C:2]([NH:1][C:26]([C:24]3[N:25]=[C:21]([CH2:19][CH3:20])[O:22][CH:23]=3)=[O:27])[CH:3]=[CH:4][C:5]=2[F:18])([CH3:17])[N:9]=1. (2) Given the reactants [S:1]1[C:5]([CH2:6][CH:7]2[CH2:12][CH2:11][CH2:10][CH2:9][NH:8]2)=[CH:4][C:3]2[CH:13]=[CH:14][CH:15]=[CH:16][C:2]1=2.[N:17]1[C:26]2[C:21](=[CH:22][CH:23]=[CH:24][C:25]=2[C:27](O)=[O:28])[CH:20]=[CH:19][CH:18]=1, predict the reaction product. The product is: [S:1]1[C:5]([CH2:6][CH:7]2[CH2:12][CH2:11][CH2:10][CH2:9][N:8]2[C:27]([C:25]2[CH:24]=[CH:23][CH:22]=[C:21]3[C:26]=2[N:17]=[CH:18][CH:19]=[CH:20]3)=[O:28])=[CH:4][C:3]2[CH:13]=[CH:14][CH:15]=[CH:16][C:2]1=2. (3) Given the reactants [C:1]([O:5][C:6]([N:8]1[CH2:14][CH2:13][C:12]2[CH:15]=[C:16]([N:32]([CH3:34])[CH3:33])[C:17]([NH:19][S:20]([C:23]3[CH:28]=[CH:27][C:26]([C:29]([OH:31])=O)=[CH:25][CH:24]=3)(=[O:22])=[O:21])=[CH:18][C:11]=2[CH2:10][CH2:9]1)=[O:7])([CH3:4])([CH3:3])[CH3:2].[Cl:35][C:36]1[CH:43]=[CH:42][C:39]([NH:40][CH3:41])=[CH:38][CH:37]=1.Cl.C(N=C=NCCCN(C)C)C.ON1C2C=CC=CC=2N=N1.C(N(CC)CC)C.[Cl-].[NH4+], predict the reaction product. The product is: [C:1]([O:5][C:6]([N:8]1[CH2:14][CH2:13][C:12]2[CH:15]=[C:16]([N:32]([CH3:34])[CH3:33])[C:17]([NH:19][S:20]([C:23]3[CH:24]=[CH:25][C:26]([C:29](=[O:31])[N:40]([C:39]4[CH:42]=[CH:43][C:36]([Cl:35])=[CH:37][CH:38]=4)[CH3:41])=[CH:27][CH:28]=3)(=[O:21])=[O:22])=[CH:18][C:11]=2[CH2:10][CH2:9]1)=[O:7])([CH3:2])([CH3:4])[CH3:3]. (4) Given the reactants [F:1][C:2]1[CH:7]=[CH:6][C:5]([C:8]2[N:13]=[C:12](O)[C:11]([C:15]#[N:16])=[CH:10][C:9]=2[C:17]2[CH:22]=[CH:21][N:20]=[C:19]([S:23][CH3:24])[N:18]=2)=[CH:4][CH:3]=1.O=P(Cl)(Cl)[Cl:27], predict the reaction product. The product is: [Cl:27][C:12]1[C:11]([C:15]#[N:16])=[CH:10][C:9]([C:17]2[CH:22]=[CH:21][N:20]=[C:19]([S:23][CH3:24])[N:18]=2)=[C:8]([C:5]2[CH:6]=[CH:7][C:2]([F:1])=[CH:3][CH:4]=2)[N:13]=1. (5) Given the reactants [Br:1][C:2]1[CH:3]=[C:4]([OH:8])[CH:5]=[CH:6][CH:7]=1.[CH2:9](O)[CH2:10][CH2:11][CH2:12][CH2:13][CH2:14][CH2:15][CH3:16].CCN(CC)CC.C1C=CC(P(C2C=CC=CC=2)C2C=CC=CC=2)=CC=1.CC(OC(/N=N/C(OC(C)C)=O)=O)C, predict the reaction product. The product is: [Br:1][C:2]1[CH:7]=[CH:6][CH:5]=[C:4]([O:8][CH2:9][CH2:10][CH2:11][CH2:12][CH2:13][CH2:14][CH2:15][CH3:16])[CH:3]=1. (6) Given the reactants Br[C:2]1[CH:7]=[CH:6][C:5]([C@@H:8]2[C@@H:10]([C:11]3[CH:16]=[CH:15][CH:14]=[CH:13][CH:12]=3)[C@H:9]2[C:17]([O:19][CH3:20])=[O:18])=[CH:4][CH:3]=1.[F-].[Cs+].[N:23]1[CH:28]=[C:27](B(O)O)[CH:26]=[N:25][CH:24]=1, predict the reaction product. The product is: [CH3:20][O:19][C:17]([C@H:9]1[C@H:8]([C:5]2[CH:6]=[CH:7][C:2]([C:27]3[CH:28]=[N:23][CH:24]=[N:25][CH:26]=3)=[CH:3][CH:4]=2)[C@H:10]1[C:11]1[CH:16]=[CH:15][CH:14]=[CH:13][CH:12]=1)=[O:18]. (7) Given the reactants [C:1]([Br:5])(Br)(Br)Br.[F:6][C:7]1[CH:8]=[C:9]([CH:12]=[CH:13][C:14]=1CO)[C:10]#[N:11].C1(P(C2C=CC=CC=2)C2C=CC=CC=2)C=CC=CC=1, predict the reaction product. The product is: [Br:5][CH2:1][C:14]1[CH:13]=[CH:12][C:9]([C:10]#[N:11])=[CH:8][C:7]=1[F:6].